Dataset: Forward reaction prediction with 1.9M reactions from USPTO patents (1976-2016). Task: Predict the product of the given reaction. (1) Given the reactants [C:1]([NH:4][CH2:5][C@H:6]1[CH2:11][O:10][CH2:9][CH2:8][N:7]1[C:12]([O:14][C:15]([CH3:18])([CH3:17])[CH3:16])=[O:13])(=O)[CH3:2].[C:19]1([SiH2]C2C=CC=CC=2)C=CC=C[CH:20]=1, predict the reaction product. The product is: [CH2:1]([N:4]([CH2:5][C@H:6]1[CH2:11][O:10][CH2:9][CH2:8][N:7]1[C:12]([O:14][C:15]([CH3:18])([CH3:17])[CH3:16])=[O:13])[CH2:19][CH3:20])[CH3:2]. (2) Given the reactants [F:1][C:2]([F:19])([F:18])[C:3]([C:5]1[C:13]2[C:8](=[CH:9][C:10]([C:14]([F:17])([F:16])[F:15])=[CH:11][CH:12]=2)[NH:7][CH:6]=1)=[O:4].[C:20](=O)([O-])[O-].[K+].[K+].IC.O, predict the reaction product. The product is: [F:19][C:2]([F:1])([F:18])[C:3]([C:5]1[C:13]2[C:8](=[CH:9][C:10]([C:14]([F:15])([F:16])[F:17])=[CH:11][CH:12]=2)[N:7]([CH3:20])[CH:6]=1)=[O:4]. (3) Given the reactants [O:1]1[C:5]2([CH2:10][CH2:9][C:8](=O)[CH2:7][CH2:6]2)[O:4][CH2:3][CH2:2]1.CC(O)=O.CN.Cl.[BH3-][C:20]#[N:21].[Na+], predict the reaction product. The product is: [CH3:20][NH:21][CH:8]1[CH2:9][CH2:10][C:5]2([O:4][CH2:3][CH2:2][O:1]2)[CH2:6][CH2:7]1. (4) Given the reactants Br[C:2]1[CH:8]=[CH:7][C:5]([NH2:6])=[CH:4][CH:3]=1.[Cl:9][C:10]1[CH:15]=[C:14]([C:16]([F:19])([F:18])[F:17])[CH:13]=[CH:12][C:11]=1B(O)O.BrC1C=CC(N)=CC=1Cl.ClC1C=CC(B(O)O)=CC=1, predict the reaction product. The product is: [Cl:9][C:10]1[CH:15]=[C:14]([C:16]([F:17])([F:18])[F:19])[CH:13]=[CH:12][C:11]=1[C:2]1[CH:8]=[CH:7][C:5]([NH2:6])=[CH:4][CH:3]=1. (5) Given the reactants Br[C:2]1[CH:7]=[CH:6][C:5]([CH:8]([C:20]2[CH:25]=[CH:24][C:23]([Cl:26])=[CH:22][C:21]=2[F:27])[CH2:9]/[C:10](/[C:13]2[CH:18]=[CH:17][N:16]=[C:15]([CH3:19])[CH:14]=2)=[N:11]\[OH:12])=[CH:4][CH:3]=1.[C:28]([C:31]1[CH:36]=[CH:35][C:34](B(O)O)=[CH:33][CH:32]=1)([OH:30])=[O:29].O.C(=O)([O-])[O-].[Na+].[Na+], predict the reaction product. The product is: [Cl:26][C:23]1[CH:24]=[CH:25][C:20]([CH:8]([C:5]2[CH:6]=[CH:7][C:2]([C:34]3[CH:35]=[CH:36][C:31]([C:28]([OH:30])=[O:29])=[CH:32][CH:33]=3)=[CH:3][CH:4]=2)[CH2:9]/[C:10](=[N:11]\[OH:12])/[C:13]2[CH:18]=[CH:17][N:16]=[C:15]([CH3:19])[CH:14]=2)=[C:21]([F:27])[CH:22]=1. (6) Given the reactants [F:1][C:2]1[CH:3]=[C:4]([CH:47]=[CH:48][CH:49]=1)[CH2:5][N:6]1[CH:10]=[C:9]([C:11]2[C:19]3[C:14](=[N:15][CH:16]=[C:17]([C:20]4[CH:21]=[CH:22][C:23]([N:31]5[CH2:36][CH2:35][O:34][CH2:33][CH2:32]5)=[C:24]([NH:26][S:27]([CH3:30])(=[O:29])=[O:28])[CH:25]=4)[CH:18]=3)[N:13](S(C3C=CC(C)=CC=3)(=O)=O)[CH:12]=2)[CH:8]=[N:7]1.[OH-].[Li+], predict the reaction product. The product is: [F:1][C:2]1[CH:3]=[C:4]([CH:47]=[CH:48][CH:49]=1)[CH2:5][N:6]1[CH:10]=[C:9]([C:11]2[C:19]3[C:14](=[N:15][CH:16]=[C:17]([C:20]4[CH:21]=[CH:22][C:23]([N:31]5[CH2:32][CH2:33][O:34][CH2:35][CH2:36]5)=[C:24]([NH:26][S:27]([CH3:30])(=[O:29])=[O:28])[CH:25]=4)[CH:18]=3)[NH:13][CH:12]=2)[CH:8]=[N:7]1. (7) Given the reactants [Cl:1][C:2]1[CH:7]=[CH:6][C:5]([C:8]2[C:9]([C:30]3[CH:35]=[CH:34][C:33]([Cl:36])=[CH:32][C:31]=3[Cl:37])=[N:10][C:11]([O:16][CH2:17][CH2:18][N:19]3C(=O)C4C(=CC=CC=4)C3=O)=[C:12]([CH:15]=2)[C:13]#[N:14])=[CH:4][CH:3]=1.C(#N)C.O.NN, predict the reaction product. The product is: [NH2:19][CH2:18][CH2:17][O:16][C:11]1[N:10]=[C:9]([C:30]2[CH:35]=[CH:34][C:33]([Cl:36])=[CH:32][C:31]=2[Cl:37])[C:8]([C:5]2[CH:4]=[CH:3][C:2]([Cl:1])=[CH:7][CH:6]=2)=[CH:15][C:12]=1[C:13]#[N:14]. (8) The product is: [Cl:1][C:2]1[C:7]([CH:8]([OH:9])[CH2:12][CH3:13])=[CH:6][N:5]=[C:4]([S:10][CH3:11])[N:3]=1. Given the reactants [Cl:1][C:2]1[C:7]([CH:8]=[O:9])=[CH:6][N:5]=[C:4]([S:10][CH3:11])[N:3]=1.[CH3:12][CH2:13][Mg+].[Br-].Cl, predict the reaction product. (9) Given the reactants [CH2:1]([C@@H:5]1[NH:10][CH2:9][C@H:8]([C:11]2[CH:16]=[CH:15][CH:14]=[CH:13][CH:12]=2)[NH:7][C:6]1=[O:17])[CH:2]([CH3:4])[CH3:3].[Cl:18][C:19]1[CH:24]=[CH:23][C:22]([C:25]2[O:29][N:28]=[C:27]([CH:30]=O)[CH:26]=2)=[CH:21][CH:20]=1.C([C@@H]1N(CC2C=C(C3C=CC=CC=3)ON=2)C[C@H](CC(C)C)NC1=O)C(C)C, predict the reaction product. The product is: [Cl:18][C:19]1[CH:20]=[CH:21][C:22]([C:25]2[O:29][N:28]=[C:27]([CH2:30][N:10]3[CH2:9][C@H:8]([C:11]4[CH:12]=[CH:13][CH:14]=[CH:15][CH:16]=4)[NH:7][C:6](=[O:17])[C@@H:5]3[CH2:1][CH:2]([CH3:4])[CH3:3])[CH:26]=2)=[CH:23][CH:24]=1. (10) Given the reactants [Cl:1][C:2]1[CH:9]=[CH:8][CH:7]=[CH:6][C:3]=1C=O.[C:10](=[O:13])([O-])[OH:11].[NH4+:14].[C-:15]#N.[Na+], predict the reaction product. The product is: [Cl:1][C:2]1[CH:9]=[CH:8][CH:7]=[CH:6][C:3]=1[NH:14][CH2:15][C:10]([OH:11])=[O:13].